This data is from Forward reaction prediction with 1.9M reactions from USPTO patents (1976-2016). The task is: Predict the product of the given reaction. (1) Given the reactants [C:1]([O:4][CH2:5][C@:6]12[O:13][C@:10]([C:14]3[CH:19]=[CH:18][C:17]([Cl:20])=[C:16]([CH2:21][C:22]4[CH:27]=[CH:26][C:25]([O:28][CH2:29][CH3:30])=[CH:24][CH:23]=4)[CH:15]=3)([O:11][CH2:12]1)[C@H:9]([O:31][CH2:32][C:33]1[CH:38]=[CH:37][CH:36]=[CH:35][CH:34]=1)[C@@H:8]([O:39][CH2:40][C:41]1[CH:46]=[CH:45][CH:44]=[CH:43][CH:42]=1)[C:7]2=[O:47])(=[O:3])[CH3:2].[BH4-].[Na+], predict the reaction product. The product is: [C:1]([O:4][CH2:5][C@:6]12[O:13][C@:10]([C:14]3[CH:19]=[CH:18][C:17]([Cl:20])=[C:16]([CH2:21][C:22]4[CH:27]=[CH:26][C:25]([O:28][CH2:29][CH3:30])=[CH:24][CH:23]=4)[CH:15]=3)([O:11][CH2:12]1)[C@H:9]([O:31][CH2:32][C:33]1[CH:34]=[CH:35][CH:36]=[CH:37][CH:38]=1)[C@@H:8]([O:39][CH2:40][C:41]1[CH:46]=[CH:45][CH:44]=[CH:43][CH:42]=1)[C@H:7]2[OH:47])(=[O:3])[CH3:2]. (2) The product is: [NH2:21][C:20]1[CH:19]=[CH:18][C:17]([CH3:16])=[C:23]([C:2]2[CH:3]=[C:4]([C:10]3[CH2:11][CH2:12][O:13][CH2:14][CH:15]=3)[C:5](=[O:9])[N:6]([CH3:8])[N:7]=2)[CH:22]=1.[NH2:21][C:20]1[CH:19]=[CH:18][C:17]([CH3:16])=[C:23]([C:2]2[CH:3]=[C:4]([CH:10]3[CH2:11][CH2:12][O:13][CH2:14][CH2:15]3)[C:5](=[O:9])[N:6]([CH3:8])[N:7]=2)[CH:22]=1. Given the reactants Cl[C:2]1[CH:3]=[C:4]([C:10]2[CH2:11][CH2:12][O:13][CH2:14][CH:15]=2)[C:5](=[O:9])[N:6]([CH3:8])[N:7]=1.[CH3:16][C:17]1[CH:23]=[CH:22][C:20]([NH2:21])=[CH:19][C:18]=1B1OC(C)(C)C(C)(C)O1.C(Cl)Cl.C([O-])([O-])=O.[Na+].[Na+], predict the reaction product. (3) Given the reactants Cl.[CH3:2][C:3]1([NH2:7])[CH2:6][CH2:5][CH2:4]1.[CH3:8][S:9](Cl)(=[O:11])=[O:10], predict the reaction product. The product is: [CH3:2][C:3]1([NH:7][S:9]([CH3:8])(=[O:11])=[O:10])[CH2:6][CH2:5][CH2:4]1. (4) Given the reactants [Br:1][C:2]1[CH:7]=[CH:6][N:5]=[C:4](/[C:8](=[N:10]\[NH2:11])/[CH3:9])[CH:3]=1.C(OI(C1C=CC=CC=1)OC(=O)C)(=O)C, predict the reaction product. The product is: [Br:1][C:2]1[CH:7]=[CH:6][N:5]2[N:11]=[N:10][C:8]([CH3:9])=[C:4]2[CH:3]=1. (5) Given the reactants [CH2:1]1[C:14]2[C:5](=[N:6][C:7]3[CH2:8][CH2:9][CH2:10][CH2:11][C:12]=3[CH:13]=2)[CH:4]([OH:15])[CH2:3][CH2:2]1, predict the reaction product. The product is: [CH2:1]1[C:14]2[C:5](=[N:6][C:7]3[CH2:8][CH2:9][CH2:10][CH2:11][C:12]=3[CH:13]=2)[C:4](=[O:15])[CH2:3][CH2:2]1. (6) Given the reactants Cl[C:2]1[CH:3]=[CH:4][C:5]([OH:11])=[C:6]([CH:10]=1)[C:7](Cl)=[O:8].C(N(CC)CC)C.[Br:19][C:20]1[CH:27]=[CH:26][C:23]([CH2:24][NH2:25])=[C:22]([F:28])[CH:21]=1.[Cl:29]CCl, predict the reaction product. The product is: [Br:19][C:20]1[CH:27]=[CH:26][C:23]([CH2:24][NH:25][C:7](=[O:8])[C:6]2[CH:10]=[CH:2][C:3]([Cl:29])=[CH:4][C:5]=2[OH:11])=[C:22]([F:28])[CH:21]=1. (7) Given the reactants CC(C)([O-])C.[K+].C(O)(C)(C)C.[CH2:12]([O:14][C:15](=[O:21])[CH2:16][C:17](=[O:20])[CH2:18][CH3:19])[CH3:13].Cl[CH2:23][C:24]1[CH:29]=[CH:28][C:27]([O:30][CH3:31])=[CH:26][CH:25]=1, predict the reaction product. The product is: [CH2:12]([O:14][C:15](=[O:21])[CH:16]([CH2:23][C:24]1[CH:29]=[CH:28][C:27]([O:30][CH3:31])=[CH:26][CH:25]=1)[C:17](=[O:20])[CH2:18][CH3:19])[CH3:13]. (8) Given the reactants N1[CH:6]=[CH:5][CH:4]=[CH:3][CH:2]=1.C(O)CCCC.[S:13]([O:20]S(C(F)(F)F)(=O)=O)([C:16]([F:19])([F:18])[F:17])(=[O:15])=[O:14], predict the reaction product. The product is: [CH2:2]([O:20][S:13]([C:16]([F:19])([F:18])[F:17])(=[O:15])=[O:14])[CH2:3][CH2:4][CH2:5][CH3:6]. (9) Given the reactants [N+:1]([C:4]1[CH:10]=[CH:9][CH:8]=[CH:7][C:5]=1[NH2:6])([O-:3])=[O:2].[CH3:11][N:12]1[C:20]2[C:15](=[CH:16][CH:17]=[CH:18][CH:19]=2)[CH:14]=[C:13]1C=O.[BH-](OC(C)=O)(OC(C)=O)O[C:25](C)=O.[Na+].C(=O)([O-])O.[Na+], predict the reaction product. The product is: [CH3:11][N:12]1[C:20]2[C:15](=[CH:16][CH:17]=[CH:18][CH:19]=2)[C:14]([CH2:25][NH:6][C:5]2[CH:7]=[CH:8][CH:9]=[CH:10][C:4]=2[N+:1]([O-:3])=[O:2])=[CH:13]1. (10) The product is: [F:8][C:4]1[CH:3]=[C:2]([CH:7]=[CH:6][CH:5]=1)[C:12]([C@@H:14]1[CH2:19][CH2:18][CH2:17][N:16]([C:20]([O:22][C:23]([CH3:26])([CH3:25])[CH3:24])=[O:21])[CH2:15]1)=[O:13]. Given the reactants Br[C:2]1[CH:7]=[CH:6][CH:5]=[C:4]([F:8])[CH:3]=1.CON(C)[C:12]([C@@H:14]1[CH2:19][CH2:18][CH2:17][N:16]([C:20]([O:22][C:23]([CH3:26])([CH3:25])[CH3:24])=[O:21])[CH2:15]1)=[O:13], predict the reaction product.